This data is from Full USPTO retrosynthesis dataset with 1.9M reactions from patents (1976-2016). The task is: Predict the reactants needed to synthesize the given product. Given the product [F:29][C:17]([F:16])([F:28])[CH2:18][CH2:19][S:20]([CH:23]([CH2:3][CH2:2][C:1]#[CH:6])[C:24]([O:26][CH3:27])=[O:25])(=[O:21])=[O:22], predict the reactants needed to synthesize it. The reactants are: [C:1]1(C)[CH:6]=CC(S(OCCC#C)(=O)=O)=[CH:3][CH:2]=1.[F:16][C:17]([F:29])([F:28])[CH2:18][CH2:19][S:20]([CH2:23][C:24]([O:26][CH3:27])=[O:25])(=[O:22])=[O:21].[H-].[Na+].Cl.